Predict which catalyst facilitates the given reaction. From a dataset of Catalyst prediction with 721,799 reactions and 888 catalyst types from USPTO. Reactant: Cl.Cl.[NH2:3][C:4]1[CH:9]=[C:8]([NH2:10])[C:7]([OH:11])=[CH:6][C:5]=1[OH:12].[OH:13][C:14]1[CH:22]=[C:21]([C:23]([OH:25])=[O:24])[C:20]([OH:26])=[CH:19][C:15]=1[C:16]([OH:18])=[O:17].OC1C=C(C([O-])=O)C(O)=CC=1C([O-])=O.[Na+].[Na+]. Product: [NH2:3][C:4]1[CH:9]=[C:8]([NH2:10])[C:7]([OH:11])=[CH:6][C:5]=1[OH:12].[OH:13][C:14]1[CH:22]=[C:21]([C:23]([O-:25])=[O:24])[C:20]([OH:26])=[CH:19][C:15]=1[C:16]([O-:18])=[O:17]. The catalyst class is: 801.